Dataset: Forward reaction prediction with 1.9M reactions from USPTO patents (1976-2016). Task: Predict the product of the given reaction. (1) Given the reactants ClS([N:5]=C=O)(=O)=O.[CH3:8][O:9][C:10]([C@H:12]1[CH2:17][CH2:16][C@H:15]([C:18](O)=O)[CH2:14][CH2:13]1)=[O:11], predict the reaction product. The product is: [C:18]([C@H:15]1[CH2:16][CH2:17][C@H:12]([C:10]([O:9][CH3:8])=[O:11])[CH2:13][CH2:14]1)#[N:5]. (2) Given the reactants [CH2:1]([O:4][C:5]([N:7]([CH2:17][CH:18]1[CH2:21][N:20](C(OC(C)(C)C)=O)[CH2:19]1)[C@@H:8]1[CH2:10][C@H:9]1[C:11]1[CH:16]=[CH:15][CH:14]=[CH:13][CH:12]=1)=[O:6])[CH:2]=[CH2:3].C(O)(C(F)(F)F)=O, predict the reaction product. The product is: [CH2:1]([O:4][C:5](=[O:6])[N:7]([CH2:17][CH:18]1[CH2:21][NH:20][CH2:19]1)[C@@H:8]1[CH2:10][C@H:9]1[C:11]1[CH:16]=[CH:15][CH:14]=[CH:13][CH:12]=1)[CH:2]=[CH2:3]. (3) Given the reactants C(OC(=O)[NH:7][C@@H:8]([C:11]1[CH:16]=[CH:15][C:14]([Cl:17])=[C:13]([O:18][C:19]2[CH:24]=[CH:23][N:22]=[C:21]([NH:25][C:26](=[O:28])[CH3:27])[CH:20]=2)[C:12]=1[F:29])[CH2:9][CH3:10])(C)(C)C.Cl, predict the reaction product. The product is: [ClH:17].[NH2:7][C@@H:8]([C:11]1[C:12]([F:29])=[C:13]([C:14]([Cl:17])=[CH:15][CH:16]=1)[O:18][C:19]1[CH:24]=[CH:23][N:22]=[C:21]([NH:25][C:26](=[O:28])[CH3:27])[CH:20]=1)[CH2:9][CH3:10]. (4) Given the reactants [CH3:1][O:2][C:3]([C@@H:5]1[C@@H:9]([C:10](C)(C)[O:11][SiH2]C(C)(C)C)[CH2:8][N:7]([C:19]([O:21][C:22]([CH3:25])([CH3:24])[CH3:23])=[O:20])[CH2:6]1)=[O:4].O, predict the reaction product. The product is: [CH3:1][O:2][C:3]([C@@H:5]1[C@@H:9]([CH2:10][OH:11])[CH2:8][N:7]([C:19]([O:21][C:22]([CH3:25])([CH3:24])[CH3:23])=[O:20])[CH2:6]1)=[O:4].